Dataset: Forward reaction prediction with 1.9M reactions from USPTO patents (1976-2016). Task: Predict the product of the given reaction. Given the reactants [O:1]=[C:2]1[CH2:6][C:5]2([CH2:11][CH2:10][N:9]([C:12]([O:14][C:15]([CH3:18])([CH3:17])[CH3:16])=[O:13])[CH2:8][CH2:7]2)[CH2:4][NH:3]1.Br[C:20]1[CH:25]=[CH:24][C:23]([N+:26]([O-:28])=[O:27])=[CH:22][N:21]=1.CN(C)[C@@H]1CCCC[C@H]1N.C([O-])([O-])=O.[K+].[K+], predict the reaction product. The product is: [N+:26]([C:23]1[CH:24]=[CH:25][C:20]([N:3]2[C:2](=[O:1])[CH2:6][C:5]3([CH2:11][CH2:10][N:9]([C:12]([O:14][C:15]([CH3:18])([CH3:17])[CH3:16])=[O:13])[CH2:8][CH2:7]3)[CH2:4]2)=[N:21][CH:22]=1)([O-:28])=[O:27].